This data is from Reaction yield outcomes from USPTO patents with 853,638 reactions. The task is: Predict the reaction yield, written as a fraction of the theoretical maximum amount of product (1.0 means a 100% yield; for example, 0.34 means a 34% yield). (1) The reactants are [NH2:1][C:2]1[N:7]=[C:6]2[CH2:8][CH2:9][CH2:10][C:5]2=[CH:4][C:3]=1[C:11]([OH:13])=O.C(N(CC)CC)C.F[P-](F)(F)(F)(F)F.N1(O[P+](N(C)C)(N(C)C)N(C)C)C2C=CC=CC=2N=N1.[O:48]([C:55]1[S:59][C:58]([CH2:60][NH2:61])=[CH:57][CH:56]=1)[C:49]1[CH:54]=[CH:53][CH:52]=[CH:51][CH:50]=1. The catalyst is CN(C)C=O.[Cl-].[Na+].O. The product is [O:48]([C:55]1[S:59][C:58]([CH2:60][NH:61][C:11]([C:3]2[CH:4]=[C:5]3[CH2:10][CH2:9][CH2:8][C:6]3=[N:7][C:2]=2[NH2:1])=[O:13])=[CH:57][CH:56]=1)[C:49]1[CH:50]=[CH:51][CH:52]=[CH:53][CH:54]=1. The yield is 0.380. (2) The reactants are [NH2:1][C:2]1[N:11]=[C:10]([OH:12])[C:9]2[C:4](=[CH:5][CH:6]=[C:7]([C:13]3[CH:18]=[CH:17][C:16]([O:19][CH3:20])=[C:15]([O:21][CH3:22])[CH:14]=3)[CH:8]=2)[N:3]=1.[C:23](OC(=O)C)(=[O:25])[CH3:24]. No catalyst specified. The product is [C:23]([NH:1][C:2]1[N:11]=[C:10]([OH:12])[C:9]2[C:4](=[CH:5][CH:6]=[C:7]([C:13]3[CH:18]=[CH:17][C:16]([O:19][CH3:20])=[C:15]([O:21][CH3:22])[CH:14]=3)[CH:8]=2)[N:3]=1)(=[O:25])[CH3:24]. The yield is 0.900. (3) The reactants are [CH3:1][Si:2]([CH3:15])([CH3:14])[CH2:3][CH2:4][O:5][CH2:6][N:7]1[CH:11]=[C:10]([C:12]#[N:13])[N:9]=[CH:8]1.[Br:16]N1C(=O)CCC1=O.N(C(C)(C)C#N)=NC(C)(C)C#N. The catalyst is C(Cl)(Cl)(Cl)Cl.CCOC(C)=O. The product is [Br:16][C:8]1[N:7]([CH2:6][O:5][CH2:4][CH2:3][Si:2]([CH3:15])([CH3:14])[CH3:1])[CH:11]=[C:10]([C:12]#[N:13])[N:9]=1. The yield is 0.770. (4) The reactants are [S:1]([N:5]=[C:6]=O)N=C=O.[Na].[N:9]1C=CC=C[CH:10]=1.CS(ON=C(Cl)[C@H:22]1[CH2:26][O:25][C:24]2([CH2:31][CH2:30][CH2:29][CH2:28][CH2:27]2)[O:23]1)(=O)=O.[Br:33][C:34]1[CH:35]=[C:36]([O:41][C:42]2[C:43]([CH3:48])=[N:44][CH:45]=[CH:46][CH:47]=2)[C:37]([NH2:40])=[N:38][CH:39]=1. The catalyst is C(#N)C. The product is [Br:33][C:34]1[CH:35]=[C:36]([O:41][C:42]2[C:43]([CH3:48])=[N:44][CH:45]=[CH:46][CH:47]=2)[C:37]([NH:40][C:10]2[S:1][N:5]=[C:6]([C@H:26]3[CH2:22][O:23][C:24]4([CH2:27][CH2:28][CH2:29][CH2:30][CH2:31]4)[O:25]3)[N:9]=2)=[N:38][CH:39]=1. The yield is 0.730. (5) The reactants are [CH:1]1([C:7]2[N:11]3[C:12]4[CH:18]=[CH:17][N:16]([S:19]([C:22]5[CH:28]=[CH:27][C:25]([CH3:26])=[CH:24][CH:23]=5)(=[O:21])=[O:20])[C:13]=4[N:14]=[CH:15][C:10]3=[CH:9][N:8]=2)[CH2:6][CH2:5][CH2:4][CH2:3][CH2:2]1.C1C(=O)N([Br:36])C(=O)C1. The catalyst is C1COCC1.CCOC(C)=O.C([O-])(O)=O.[Na+]. The product is [Br:36][C:9]1[N:8]=[C:7]([CH:1]2[CH2:2][CH2:3][CH2:4][CH2:5][CH2:6]2)[N:11]2[C:12]3[CH:18]=[CH:17][N:16]([S:19]([C:22]4[CH:28]=[CH:27][C:25]([CH3:26])=[CH:24][CH:23]=4)(=[O:20])=[O:21])[C:13]=3[N:14]=[CH:15][C:10]=12. The yield is 0.830. (6) The reactants are C(OC(=O)[NH:7][CH:8]([C:17](=[O:42])[NH:18][CH2:19][CH2:20][CH2:21][O:22][C:23]1[CH:28]=[CH:27][C:26]([Cl:29])=[CH:25][C:24]=1[NH:30][C:31]([NH:33][C:34]1[CH:39]=[CH:38][C:37]([C:40]#[N:41])=[CH:36][N:35]=1)=[O:32])[CH2:9][C:10]1[CH:15]=[CH:14][C:13]([Cl:16])=[CH:12][CH:11]=1)(C)(C)C.Cl.O1CCOCC1. The catalyst is CO. The product is [NH2:7][CH:8]([CH2:9][C:10]1[CH:11]=[CH:12][C:13]([Cl:16])=[CH:14][CH:15]=1)[C:17]([NH:18][CH2:19][CH2:20][CH2:21][O:22][C:23]1[CH:28]=[CH:27][C:26]([Cl:29])=[CH:25][C:24]=1[NH:30][C:31]([NH:33][C:34]1[CH:39]=[CH:38][C:37]([C:40]#[N:41])=[CH:36][N:35]=1)=[O:32])=[O:42]. The yield is 0.430. (7) The reactants are CN(C)[CH:3]=[CH:4][C:5]([C:7]1[N:11]([CH3:12])[C:10]([CH3:13])=[N:9][CH:8]=1)=O.Cl.[NH2:16][C:17]([NH2:19])=[NH:18].C[O-].[Na+]. The catalyst is C(O)CCC. The product is [NH2:18][C:17]1[N:19]=[C:5]([C:7]2[N:11]([CH3:12])[C:10]([CH3:13])=[N:9][CH:8]=2)[CH:4]=[CH:3][N:16]=1. The yield is 0.840. (8) The reactants are [Br:1][C:2]1[N:3]([C:8]2[C:17]3[C:12](=[CH:13][CH:14]=[CH:15][CH:16]=3)[C:11]([CH:18]3[CH2:20][CH2:19]3)=[CH:10][CH:9]=2)[C:4]([SH:7])=[N:5][N:6]=1.Br[C:22]1([C:26]([O:28][CH2:29][CH3:30])=[O:27])[CH2:25][CH2:24][CH2:23]1.C(N(C(C)C)CC)(C)C. The catalyst is CN(C=O)C. The product is [Br:1][C:2]1[N:3]([C:8]2[C:17]3[C:12](=[CH:13][CH:14]=[CH:15][CH:16]=3)[C:11]([CH:18]3[CH2:20][CH2:19]3)=[CH:10][CH:9]=2)[C:4]([S:7][C:22]2([C:26]([O:28][CH2:29][CH3:30])=[O:27])[CH2:25][CH2:24][CH2:23]2)=[N:5][N:6]=1. The yield is 0.550.